This data is from Experimentally validated miRNA-target interactions with 360,000+ pairs, plus equal number of negative samples. The task is: Binary Classification. Given a miRNA mature sequence and a target amino acid sequence, predict their likelihood of interaction. (1) Result: 1 (interaction). The protein sequence of the target gene is MPRGQKSKLRAREKRRQARGGLEDLIDALDILEEEEESPPSASACLKDVFQSSLDGASNNPHGLREAQSTSTSATAASHTRHPEGVNDQMEERPICTQDLEATDSFPRGPVDEKVIILVHYLLYKYQMKEPITKADMLRNVTQMSKSQFPVILSRASEHLELIFGLDLKEVEPNKHIYVLVNKLDLGCDAKLSDETGVPKTGLLMTVLGIIFTNGNCVAEEEVWKVFNTMGLYDGIEHFMFGEPRKLLTKDLVKENYLEYQQVPNSDPPRYQFLWGPRAHAETSKMKVLEFLAKVNDTAP.... The miRNA is hsa-miR-4287 with sequence UCUCCCUUGAGGGCACUUU. (2) The miRNA is mmu-miR-3090-5p with sequence GUCUGGGUGGGGCCUGAGAUC. The protein sequence of the target gene is MEGTVESQTPDLRDVEGKVGRKTPEGLLRGLRGECELGTSGALLLPGASSTGHDLGDKIMALKMELAYLRAIDVKILQQLVTLNEGIEAVRWLLEERGTLTSHCSSLTSSQYSLTGGSPGRSRRGSWDSLPDTSTTDRLDSVSIGSFLDTVAPSELDEQGPPGAPRSEMDWAKVIAGGERARTEVDVAATRLGSLRAVWKPPGERLQGGPPESPEDESAKLGFEAHWFWEQCQDDVTFL. Result: 0 (no interaction). (3) Result: 0 (no interaction). The miRNA is mmu-miR-369-5p with sequence AGAUCGACCGUGUUAUAUUCGC. The protein sequence of the target gene is MQNSHMDEYRNSSNGSTGNSSEVVVEHPTDFSTEIMNVTEMEQSPDDSPNVNASTEETEMASAVDLPVTLTETEANFPPEYEKFWKTVENNPQDFTGWVYLLQYVEQENHLMAARKAFDRFFIHYPYCYGYWKKYADLEKRHDNIKPSDEVYRRGLQAIPLSVDLWIHYINFLKETLDPGDPETNNTIRGTFEHAVLAAGTDFRSDRLWEMYINWENEQGNLREVTAIYDRILGIPTQLYSHHFQRFKEHVQNNLPRDLLTGEQFIQLRRELASVNGHSGDDGPPGDDLPSGIEDITDPA....